Binary Classification. Given a miRNA mature sequence and a target amino acid sequence, predict their likelihood of interaction. From a dataset of Experimentally validated miRNA-target interactions with 360,000+ pairs, plus equal number of negative samples. The miRNA is hsa-miR-320b with sequence AAAAGCUGGGUUGAGAGGGCAA. The protein sequence of the target gene is MSVKKKDLITLQDPEAKYPLPLIEKEQISHNTRRFRFGLPSPDHVLGLPVGNYVHLLAQINNELVIRAYTPVSSDDDQGFVDLIIKIYFKNVHPKYPEGGKMTQYLENMKIGDTILFRGPTGRLFYNEPGTLLIKANKTSEPEKKLVHHLGMIAGGTGITPMLQLIRHITKDTSDETRMSLLFANQTEEDILLRKELEEVATTHHKQFNLWYTLDRPPSDWKYSSGFVSADMIKEHLPPPGEDTLILVCGPPPLIQAAAHPSLEQLSYTKDMIFIY. Result: 0 (no interaction).